Dataset: Peptide-MHC class I binding affinity with 185,985 pairs from IEDB/IMGT. Task: Regression. Given a peptide amino acid sequence and an MHC pseudo amino acid sequence, predict their binding affinity value. This is MHC class I binding data. (1) The peptide sequence is VFSFWLLCK. The MHC is HLA-A03:01 with pseudo-sequence HLA-A03:01. The binding affinity (normalized) is 0.479. (2) The peptide sequence is KTKTDFGFY. The MHC is HLA-A30:02 with pseudo-sequence HLA-A30:02. The binding affinity (normalized) is 0.958. (3) The peptide sequence is IYQEPFKNLK. The MHC is HLA-A26:01 with pseudo-sequence HLA-A26:01. The binding affinity (normalized) is 0. (4) The peptide sequence is SLYNTVATL. The MHC is HLA-B07:02 with pseudo-sequence HLA-B07:02. The binding affinity (normalized) is 0.155. (5) The peptide sequence is GPDDQIGYY. The MHC is HLA-A24:02 with pseudo-sequence HLA-A24:02. The binding affinity (normalized) is 0. (6) The binding affinity (normalized) is 0.842. The MHC is Mamu-A02 with pseudo-sequence Mamu-A02. The peptide sequence is YTAVVKLVY. (7) The peptide sequence is ITWPRTRHW. The MHC is HLA-B15:01 with pseudo-sequence HLA-B15:01. The binding affinity (normalized) is 0.0847.